This data is from Reaction yield outcomes from USPTO patents with 853,638 reactions. The task is: Predict the reaction yield, written as a fraction of the theoretical maximum amount of product (1.0 means a 100% yield; for example, 0.34 means a 34% yield). (1) The reactants are CC(S([NH:7][C:8]1([C:12]2[S:13][C:14]([C:17]3[CH:22]=[C:21]([NH:23][C:24]4[N:29]=[C:28]([C:30]([F:33])([F:32])[F:31])[CH:27]=[CH:26][N:25]=4)[CH:20]=[C:19]([CH3:34])[CH:18]=3)=[CH:15][N:16]=2)[CH2:11][O:10][CH2:9]1)=O)(C)C.O1CCOCC1. The catalyst is CO.Cl.C(OCC)(=O)C. The product is [NH2:7][C:8]1([C:12]2[S:13][C:14]([C:17]3[CH:22]=[C:21]([NH:23][C:24]4[N:29]=[C:28]([C:30]([F:33])([F:32])[F:31])[CH:27]=[CH:26][N:25]=4)[CH:20]=[C:19]([CH3:34])[CH:18]=3)=[CH:15][N:16]=2)[CH2:9][O:10][CH2:11]1. The yield is 0.535. (2) The reactants are Cl[C:2]1[N:7]2[N:8]=[C:9]([C:23]3[CH:28]=[CH:27][C:26]([O:29][CH3:30])=[CH:25][CH:24]=3)[C:10]([C:11]3[CH:16]=[CH:15][N:14]=[C:13]([NH:17][CH:18]4[CH2:22][CH2:21][CH2:20][CH2:19]4)[N:12]=3)=[C:6]2[CH:5]=[CH:4][CH:3]=1.C(=O)([O-])[O-].[Cs+].[Cs+].[CH:37]1([NH2:40])[CH2:39][CH2:38]1. The catalyst is C1(C)C=CC=CC=1.C([O-])(=O)C.[Pd+2].C([O-])(=O)C.C1C=CC(P(C2C(C3C(P(C4C=CC=CC=4)C4C=CC=CC=4)=CC=C4C=3C=CC=C4)=C3C(C=CC=C3)=CC=2)C2C=CC=CC=2)=CC=1. The product is [CH:18]1([NH:17][C:13]2[N:12]=[C:11]([C:10]3[C:9]([C:23]4[CH:24]=[CH:25][C:26]([O:29][CH3:30])=[CH:27][CH:28]=4)=[N:8][N:7]4[C:2]([NH:40][CH:37]5[CH2:39][CH2:38]5)=[CH:3][CH:4]=[CH:5][C:6]=34)[CH:16]=[CH:15][N:14]=2)[CH2:22][CH2:21][CH2:20][CH2:19]1. The yield is 0.730. (3) The reactants are FC(F)(F)C(O)=O.[CH3:8][O:9][N:10]=[CH:11][C:12]1[C:13]([NH2:25])=[N:14][CH:15]=[N:16][C:17]=1[N:18]1[CH2:23][CH2:22][CH:21]([NH2:24])[CH2:20][CH2:19]1.[N+](C1C=CC([O:35][C:36](=O)[NH:37][C:38]2[CH:39]=[N:40][C:41]([O:44][CH:45]3[CH2:48][CH2:47][CH2:46]3)=[CH:42][CH:43]=2)=CC=1)([O-])=O.CCN(C(C)C)C(C)C. The catalyst is CC#N. The product is [NH2:25][C:13]1[N:14]=[CH:15][N:16]=[C:17]([N:18]2[CH2:23][CH2:22][CH:21]([NH:24][C:36]([NH:37][C:38]3[CH:39]=[N:40][C:41]([O:44][CH:45]4[CH2:46][CH2:47][CH2:48]4)=[CH:42][CH:43]=3)=[O:35])[CH2:20][CH2:19]2)[C:12]=1[CH:11]=[N:10][O:9][CH3:8]. The yield is 0.523. (4) The catalyst is O.CC(C)=O.C1(C)C=CC=CC=1. The yield is 0.914. The product is [CH:17]1[C:18]([N:21]2[C:22](=[O:27])[CH2:23][O:24][CH2:25][CH2:26]2)=[CH:19][CH:20]=[C:15]([N:11]2[C:12](=[O:14])[O:13][C@@H:9]([CH2:8][NH:7][C:38]([C:36]3[S:37][C:33]([Cl:32])=[CH:34][CH:35]=3)=[O:39])[CH2:10]2)[CH:16]=1. The reactants are C(=O)([O-])[O-].[Na+].[Na+].[NH2:7][CH2:8][C@@H:9]1[O:13][C:12](=[O:14])[N:11]([C:15]2[CH:20]=[CH:19][C:18]([N:21]3[CH2:26][CH2:25][O:24][CH2:23][C:22]3=[O:27])=[CH:17][CH:16]=2)[CH2:10]1.C([O-])(=O)C.[Cl:32][C:33]1[S:37][C:36]([C:38](Cl)=[O:39])=[CH:35][CH:34]=1. (5) The reactants are [NH2:1][C:2]1[C:3]([C:19](N(OC)C)=[O:20])=[N:4][C:5]([N:8]2[CH2:13][CH2:12][N:11]([S:14]([CH2:17][CH3:18])(=[O:16])=[O:15])[CH2:10][CH2:9]2)=[CH:6][N:7]=1.[CH3:25][Mg+].[Br-]. The catalyst is C1COCC1. The product is [NH2:1][C:2]1[C:3]([C:19](=[O:20])[CH3:25])=[N:4][C:5]([N:8]2[CH2:9][CH2:10][N:11]([S:14]([CH2:17][CH3:18])(=[O:15])=[O:16])[CH2:12][CH2:13]2)=[CH:6][N:7]=1. The yield is 0.680. (6) The reactants are [CH3:1][O:2][C:3]1[N:8]=[N:7][C:6]([NH2:9])=[CH:5][CH:4]=1.C[Si]([N-][Si](C)(C)C)(C)C.[Na+].Cl[C:21]1[N:26]=[C:25]([N:27]2[CH2:32][CH2:31][O:30][CH2:29][CH2:28]2)[N:24]=[C:23]([N:33]2[C:37]3[CH:38]=[CH:39][CH:40]=[C:41]([O:42][CH3:43])[C:36]=3[N:35]=[C:34]2[CH:44]([F:46])[F:45])[N:22]=1.C(O)(=O)C. The catalyst is C1COCC1.O. The product is [F:46][CH:44]([F:45])[C:34]1[N:33]([C:23]2[N:24]=[C:25]([N:27]3[CH2:32][CH2:31][O:30][CH2:29][CH2:28]3)[N:26]=[C:21]([NH:9][C:6]3[N:7]=[N:8][C:3]([O:2][CH3:1])=[CH:4][CH:5]=3)[N:22]=2)[C:37]2[CH:38]=[CH:39][CH:40]=[C:41]([O:42][CH3:43])[C:36]=2[N:35]=1. The yield is 0.300. (7) The reactants are [OH-:1].[Na+:2].CN(C=[O:7])C.[CH:8]1[N:12]=[CH:11][N:10]([CH2:13][C:14]([P:20]([OH:23])([OH:22])=[O:21])([P:16]([OH:19])([OH:18])=[O:17])[OH:15])[CH:9]=1.CO. The catalyst is O. The product is [CH:8]1[N:12]=[CH:11][N:10]([CH2:13][C:14]([P:16]([O-:19])([OH:18])=[O:17])([P:20]([O-:22])([OH:23])=[O:21])[OH:15])[CH:9]=1.[OH2:7].[OH2:1].[OH2:7].[OH2:7].[Na+:2].[Na+:2]. The yield is 0.900. (8) The reactants are [CH2:1](Cl)[C:2]1[CH:7]=[CH:6][CH:5]=[CH:4][CH:3]=1.C(=O)([O-])[O-].[K+].[K+].[NH:15]1[CH2:20][CH2:19][CH2:18][CH:17]([C:21]([O:23][CH2:24][CH3:25])=[O:22])[CH2:16]1. The catalyst is CN(C)C=O. The product is [CH2:1]([N:15]1[CH2:20][CH2:19][CH2:18][CH:17]([C:21]([O:23][CH2:24][CH3:25])=[O:22])[CH2:16]1)[C:2]1[CH:7]=[CH:6][CH:5]=[CH:4][CH:3]=1. The yield is 0.753. (9) The reactants are [CH:1]1([C:4]2[NH:5][C:6]([C:9]3[CH:14]=[CH:13][C:12]([C:15]4[N:19]5[CH:20]=[C:21]([C:26]6[CH:31]=[CH:30][C:29]([CH:32]=[CH2:33])=[CH:28][CH:27]=6)[N:22]=[C:23]([S:24][CH3:25])[C:18]5=[N:17][CH:16]=4)=[CH:11][CH:10]=3)=[CH:7][N:8]=2)[CH2:3][CH2:2]1.[OH-:34].[Na+].OO.O. The catalyst is O1CCCC1. The product is [CH:1]1([C:4]2[NH:5][C:6]([C:9]3[CH:10]=[CH:11][C:12]([C:15]4[N:19]5[CH:20]=[C:21]([C:26]6[CH:27]=[CH:28][C:29]([CH:32]([OH:34])[CH3:33])=[CH:30][CH:31]=6)[N:22]=[C:23]([S:24][CH3:25])[C:18]5=[N:17][CH:16]=4)=[CH:13][CH:14]=3)=[CH:7][N:8]=2)[CH2:2][CH2:3]1. The yield is 0.0140.